Dataset: Retrosynthesis with 50K atom-mapped reactions and 10 reaction types from USPTO. Task: Predict the reactants needed to synthesize the given product. (1) Given the product COc1ccc(CN2CC=CC[C@@H](NC(=O)OC(C)(C)C)C2=O)c(OC)c1, predict the reactants needed to synthesize it. The reactants are: C=CC[C@@H](NC(=O)OC(C)(C)C)C(=O)N(CC=C)Cc1ccc(OC)cc1OC. (2) Given the product COc1ccc(OC)c(-c2cccc3c(N)c(C(=O)NC4CC4)nnc23)c1, predict the reactants needed to synthesize it. The reactants are: COc1ccc(OC)c(B(O)O)c1.Nc1c(C(=O)NC2CC2)nnc2c(Br)cccc12. (3) Given the product O=Cc1c[nH]c2cc(F)c(F)cc12, predict the reactants needed to synthesize it. The reactants are: CN(C)C=O.Fc1cc2cc[nH]c2cc1F. (4) Given the product N#Cc1ccccc1COc1ccc(N)cc1Cl, predict the reactants needed to synthesize it. The reactants are: N#Cc1ccccc1COc1ccc([N+](=O)[O-])cc1Cl. (5) The reactants are: N#Cc1cccc(F)c1-c1nc2ccnc(Br)c2[nH]1.Nc1cc(N)ncn1. Given the product N#Cc1cccc(F)c1-c1nc2ccnc(Nc3cc(N)ncn3)c2[nH]1, predict the reactants needed to synthesize it. (6) Given the product CC(c1ccc(NCc2ccc(C(F)(F)F)cc2)nc1)c1c[nH]c2ncccc12, predict the reactants needed to synthesize it. The reactants are: C=C(c1ccc(NCc2ccc(C(F)(F)F)cc2)nc1)c1c[nH]c2ncccc12. (7) Given the product CCOC(=O)C(CC)Oc1ccc(C#N)cc1, predict the reactants needed to synthesize it. The reactants are: CCOC(=O)C(Br)CC.N#Cc1ccc(O)cc1.